This data is from Forward reaction prediction with 1.9M reactions from USPTO patents (1976-2016). The task is: Predict the product of the given reaction. Given the reactants [Br:1][C:2]1[CH:7]=[CH:6][C:5]([N+:8]([O-:10])=[O:9])=[C:4](F)[CH:3]=1.[C:12]1([CH2:18][NH2:19])[CH:17]=[CH:16][CH:15]=[CH:14][CH:13]=1, predict the reaction product. The product is: [CH2:18]([NH:19][C:4]1[CH:3]=[C:2]([Br:1])[CH:7]=[CH:6][C:5]=1[N+:8]([O-:10])=[O:9])[C:12]1[CH:17]=[CH:16][CH:15]=[CH:14][CH:13]=1.